Dataset: Catalyst prediction with 721,799 reactions and 888 catalyst types from USPTO. Task: Predict which catalyst facilitates the given reaction. (1) Reactant: [C:1]([O:5][C:6](=[O:40])[CH2:7][C@H:8]([NH:23][C:24](=[O:39])[CH:25]([N:28]1[CH:33]=[CH:32][CH:31]=[C:30]([NH:34][C:35](=[O:37])[CH3:36])[C:29]1=[O:38])[CH2:26][CH3:27])[C@H:9]([OH:22])[CH2:10][O:11][C:12]1[C:17]([F:18])=[C:16]([F:19])[CH:15]=[C:14]([F:20])[C:13]=1[F:21])([CH3:4])([CH3:3])[CH3:2].CC(OI1(OC(C)=O)(OC(C)=O)OC(=O)C2C1=CC=CC=2)=O.C(=O)([O-])O.[Na+].S([O-])([O-])(=O)=S.[Na+].[Na+]. Product: [C:1]([O:5][C:6](=[O:40])[CH2:7][C@H:8]([NH:23][C:24](=[O:39])[C@@H:25]([N:28]1[CH:33]=[CH:32][CH:31]=[C:30]([NH:34][C:35](=[O:37])[CH3:36])[C:29]1=[O:38])[CH2:26][CH3:27])[C:9](=[O:22])[CH2:10][O:11][C:12]1[C:13]([F:21])=[C:14]([F:20])[CH:15]=[C:16]([F:19])[C:17]=1[F:18])([CH3:2])([CH3:3])[CH3:4]. The catalyst class is: 124. (2) Reactant: [NH2:1][C:2]1[C:11]2[N:12]=[CH:13][N:14]([CH2:15][CH2:16][OH:17])[C:10]=2[C:9]2[CH:8]=[CH:7][CH:6]=[CH:5][C:4]=2[N:3]=1.[C:18]1(O)[CH:23]=[CH:22][CH:21]=[CH:20][CH:19]=1.C1(P(C2C=CC=CC=2)C2C=CC=CC=2)C=CC=CC=1.N(C(OCC)=O)=NC(OCC)=O. Product: [O:17]([CH2:16][CH2:15][N:14]1[C:10]2[C:9]3[CH:8]=[CH:7][CH:6]=[CH:5][C:4]=3[N:3]=[C:2]([NH2:1])[C:11]=2[N:12]=[CH:13]1)[C:18]1[CH:23]=[CH:22][CH:21]=[CH:20][CH:19]=1. The catalyst class is: 9. (3) Reactant: [NH2:1][CH2:2][C:3]1[CH:4]=[C:5]([OH:15])[C:6]([C:9]2[CH:14]=[CH:13][CH:12]=[CH:11][CH:10]=2)=[CH:7][CH:8]=1.[I:16][C:17]1[CH:18]=[C:19]2[C:24](=[CH:25][CH:26]=1)[C:23](=[O:27])[NH:22][C:21](=[O:28])[C:20]2=[CH:29]OC. Product: [OH:15][C:5]1[CH:4]=[C:3]([CH2:2][NH:1][CH:29]=[C:20]2[C:19]3[C:24](=[CH:25][CH:26]=[C:17]([I:16])[CH:18]=3)[C:23](=[O:27])[NH:22][C:21]2=[O:28])[CH:8]=[CH:7][C:6]=1[C:9]1[CH:14]=[CH:13][CH:12]=[CH:11][CH:10]=1. The catalyst class is: 9. (4) Reactant: Br[C:2]1[CH:3]=[N:4][CH:5]=[C:6]([Br:8])[CH:7]=1.[CH3:9][O:10][C:11]1[CH:32]=[CH:31][C:14]([O:15]C2C=C(N3CCC4(NCCC4)C3)C=NC=2)=[CH:13][CH:12]=1.COC1C=CC([O-])=CC=1.[Na+]. Product: [Br:8][C:6]1[CH:5]=[N:4][CH:3]=[C:2]([O:15][C:14]2[CH:31]=[CH:32][C:11]([O:10][CH3:9])=[CH:12][CH:13]=2)[CH:7]=1. The catalyst class is: 9. (5) Reactant: [F:1][C:2]1[CH:8]=[CH:7][C:5]([NH2:6])=[CH:4][C:3]=1[C:9]([F:12])([F:11])[F:10].N1C=CC=CC=1.Cl[C:20](OC1C=CC=CC=1)=[O:21].[Cl:29][C:30]1[CH:36]=[C:35]([O:37][C:38]2[C:39]3[N:46]([CH3:47])[CH:45]=[CH:44][C:40]=3[N:41]=[CH:42][N:43]=2)[CH:34]=[CH:33][C:31]=1[NH2:32]. Product: [Cl:29][C:30]1[CH:36]=[C:35]([O:37][C:38]2[C:39]3[N:46]([CH3:47])[CH:45]=[CH:44][C:40]=3[N:41]=[CH:42][N:43]=2)[CH:34]=[CH:33][C:31]=1[NH:32][C:20]([NH:6][C:5]1[CH:7]=[CH:8][C:2]([F:1])=[C:3]([C:9]([F:10])([F:11])[F:12])[CH:4]=1)=[O:21]. The catalyst class is: 60.